Task: Predict the reactants needed to synthesize the given product.. Dataset: Full USPTO retrosynthesis dataset with 1.9M reactions from patents (1976-2016) Given the product [CH3:1][C:2]1[CH:20]=[CH:19][CH:18]=[C:17]([CH3:21])[C:3]=1[CH2:4][O:5][C:6]1[C:7]([O:15][CH3:16])=[C:8]([CH:9]=[CH:10][CH:11]=1)[CH2:12][C:13]1[NH:24][N:23]=[N:22][N:14]=1, predict the reactants needed to synthesize it. The reactants are: [CH3:1][C:2]1[CH:20]=[CH:19][CH:18]=[C:17]([CH3:21])[C:3]=1[CH2:4][O:5][C:6]1[C:7]([O:15][CH3:16])=[C:8]([CH2:12][C:13]#[N:14])[CH:9]=[CH:10][CH:11]=1.[N-:22]=[N+:23]=[N-:24].[Na+].[Cl-].[NH4+].C(OCC)(=O)C.